This data is from Full USPTO retrosynthesis dataset with 1.9M reactions from patents (1976-2016). The task is: Predict the reactants needed to synthesize the given product. (1) The reactants are: ClC(OC1C=CC([N+]([O-])=O)=CC=1)=[O:3].[Cl:14][C:15]1[CH:20]=[CH:19][C:18]([CH:21]2[C:25]3[N:26]([CH:39]([CH3:41])[CH3:40])[C:27]([C:29]4[C:30]([O:37][CH3:38])=[N:31][C:32]([O:35][CH3:36])=[N:33][CH:34]=4)=[CH:28][C:24]=3[C:23](=[O:42])[N:22]2[CH:43]2[CH2:48][CH2:47][NH:46][CH2:45][CH2:44]2)=[CH:17][CH:16]=1.C[CH2:50][N:51]([CH2:54]C)CC.CN. Given the product [CH3:50][NH:51][C:54]([N:46]1[CH2:47][CH2:48][CH:43]([N:22]2[C:23](=[O:42])[C:24]3[CH:28]=[C:27]([C:29]4[C:30]([O:37][CH3:38])=[N:31][C:32]([O:35][CH3:36])=[N:33][CH:34]=4)[N:26]([CH:39]([CH3:41])[CH3:40])[C:25]=3[CH:21]2[C:18]2[CH:19]=[CH:20][C:15]([Cl:14])=[CH:16][CH:17]=2)[CH2:44][CH2:45]1)=[O:3], predict the reactants needed to synthesize it. (2) Given the product [C:35]([C:33]1[CH:34]=[C:29]([CH2:28][CH2:27][C:25]2[CH:24]=[C:21]([CH:20]=[C:19]([CH2:18][CH2:17][C:9]3[CH:10]=[C:11]([C:13]([CH3:16])([CH3:15])[CH3:14])[CH:12]=[C:7]([C:3]([CH3:6])([CH3:5])[CH3:4])[CH:8]=3)[CH:26]=2)[CH:22]=[O:23])[CH:30]=[C:31]([C:39]([CH3:40])([CH3:41])[CH3:42])[CH:32]=1)([CH3:36])([CH3:37])[CH3:38], predict the reactants needed to synthesize it. The reactants are: [K+].[Br-].[C:3]([C:7]1[CH:8]=[C:9]([CH2:17][CH2:18][C:19]2[CH:20]=[C:21]([CH:24]=[C:25]([CH2:27][CH2:28][C:29]3[CH:34]=[C:33]([C:35]([CH3:38])([CH3:37])[CH3:36])[CH:32]=[C:31]([C:39]([CH3:42])([CH3:41])[CH3:40])[CH:30]=3)[CH:26]=2)[CH2:22][OH:23])[CH:10]=[C:11]([C:13]([CH3:16])([CH3:15])[CH3:14])[CH:12]=1)([CH3:6])([CH3:5])[CH3:4].[Cr](Cl)([O-])(=O)=O.[NH+]1C=CC=CC=1. (3) Given the product [C:27]([NH:1][C:2]1[CH:19]=[CH:18][C:5]2[CH2:6][CH2:7][N:8]([C:11]([O:13][C:14]([CH3:16])([CH3:15])[CH3:17])=[O:12])[CH2:9][CH2:10][C:4]=2[CH:3]=1)(=[O:29])[CH3:28], predict the reactants needed to synthesize it. The reactants are: [NH2:1][C:2]1[CH:19]=[CH:18][C:5]2[CH2:6][CH2:7][N:8]([C:11]([O:13][C:14]([CH3:17])([CH3:16])[CH3:15])=[O:12])[CH2:9][CH2:10][C:4]=2[CH:3]=1.C(N(CC)CC)C.[C:27](Cl)(=[O:29])[CH3:28]. (4) Given the product [CH:1]([C:3]1[CH:4]=[C:5]([CH:10]=[CH:11][C:12]=1[O:13][CH:21]([CH3:23])[CH3:22])[C:6]([O:8][CH3:9])=[O:7])=[O:2], predict the reactants needed to synthesize it. The reactants are: [CH:1]([C:3]1[CH:4]=[C:5]([CH:10]=[CH:11][C:12]=1[OH:13])[C:6]([O:8][CH3:9])=[O:7])=[O:2].C(=O)([O-])[O-].[K+].[K+].I[CH:21]([CH3:23])[CH3:22]. (5) Given the product [Cl:1][C:2]1[C:7]([Cl:8])=[CH:6][C:5]([C:9]2[N:14]=[C:13]([S:15][CH3:16])[N:12]=[C:11]([Cl:24])[C:10]=2[C:18]#[N:19])=[CH:4][C:3]=1[O:20][CH3:21], predict the reactants needed to synthesize it. The reactants are: [Cl:1][C:2]1[C:7]([Cl:8])=[CH:6][C:5]([C:9]2[N:14]=[C:13]([S:15][CH3:16])[N:12]=[C:11](O)[C:10]=2[C:18]#[N:19])=[CH:4][C:3]=1[O:20][CH3:21].O=P(Cl)(Cl)[Cl:24]. (6) The reactants are: Cl[C:2]([C:4]1[CH:5]=[C:6]2[C:11](=[CH:12][CH:13]=1)[C:9](=[O:10])[O:8][CH2:7]2)=[O:3].[H][H]. Given the product [CH:2]([C:4]1[CH:5]=[C:6]2[C:11](=[CH:12][CH:13]=1)[C:9](=[O:10])[O:8][CH2:7]2)=[O:3], predict the reactants needed to synthesize it.